Dataset: Peptide-MHC class II binding affinity with 134,281 pairs from IEDB. Task: Regression. Given a peptide amino acid sequence and an MHC pseudo amino acid sequence, predict their binding affinity value. This is MHC class II binding data. (1) The peptide sequence is YDKFQANVSTVLTGK. The MHC is DRB1_0405 with pseudo-sequence DRB1_0405. The binding affinity (normalized) is 0.579. (2) The peptide sequence is PSWASVKEDLVAYGG. The MHC is DRB1_0404 with pseudo-sequence DRB1_0404. The binding affinity (normalized) is 0.260. (3) The peptide sequence is FLLSYGEKDFEDYRF. The MHC is HLA-DPA10201-DPB10101 with pseudo-sequence HLA-DPA10201-DPB10101. The binding affinity (normalized) is 0.417.